From a dataset of Blood-brain barrier penetration binary classification data from Martins et al.. Regression/Classification. Given a drug SMILES string, predict its absorption, distribution, metabolism, or excretion properties. Task type varies by dataset: regression for continuous measurements (e.g., permeability, clearance, half-life) or binary classification for categorical outcomes (e.g., BBB penetration, CYP inhibition). Dataset: bbb_martins. The compound is O=c1[nH]c2ccccc2c(=O)n1CCN1C[C@H]2C[C@H](c3ccc(F)cc3)[C@H]2C1. The result is 1 (penetrates BBB).